Dataset: Full USPTO retrosynthesis dataset with 1.9M reactions from patents (1976-2016). Task: Predict the reactants needed to synthesize the given product. (1) Given the product [Cl:8][C:6]1[N:5]=[N:4][C:3]([NH2:9])=[C:2]([N:10]2[CH2:14][CH2:13][CH2:12][CH2:11]2)[CH:7]=1, predict the reactants needed to synthesize it. The reactants are: Br[C:2]1[CH:7]=[C:6]([Cl:8])[N:5]=[N:4][C:3]=1[NH2:9].[NH:10]1[CH2:14][CH2:13][CH2:12][CH2:11]1.C(#N)C. (2) Given the product [CH2:11]([O:10][C:8](=[N:7][O:6][CH2:5][CH2:4][C:3](=[O:13])[NH:15][CH2:14][CH3:16])[CH3:9])[CH3:12], predict the reactants needed to synthesize it. The reactants are: CO[C:3](=[O:13])[CH2:4][CH2:5][O:6][N:7]=[C:8]([O:10][CH2:11][CH3:12])[CH3:9].[CH3:14][NH2:15].[CH3:16]O. (3) Given the product [C:14]([C:7]1[C:6](=[O:10])[N:5]([CH2:11][CH3:12])[C:4](=[O:13])[N:3]([CH2:1][CH3:2])[C:8]=1[CH3:9])(=[O:21])[C:15]1[CH:20]=[CH:19][CH:18]=[CH:17][CH:16]=1, predict the reactants needed to synthesize it. The reactants are: [CH2:1]([N:3]1[C:8]([CH3:9])=[CH:7][C:6](=[O:10])[N:5]([CH2:11][CH3:12])[C:4]1=[O:13])[CH3:2].[C:14](Cl)(=[O:21])[C:15]1[CH:20]=[CH:19][CH:18]=[CH:17][CH:16]=1.[Sn](Cl)(Cl)(Cl)Cl.ClC1C=CC=CC=1. (4) The reactants are: [C:1]([O:9][CH2:10][C:11]1([C:17]([O:19][CH2:20][CH3:21])=[O:18])[CH2:16][CH2:15][CH:14]=[CH:13][O:12]1)(=[O:8])[C:2]1[CH:7]=[CH:6][CH:5]=[CH:4][CH:3]=1.B.C1C[O:26]CC1.C([O-])(=O)C.[Na+].OO. Given the product [C:1]([O:9][CH2:10][C:11]1([C:17]([O:19][CH2:20][CH3:21])=[O:18])[CH2:16][CH2:15][CH:14]([OH:26])[CH2:13][O:12]1)(=[O:8])[C:2]1[CH:3]=[CH:4][CH:5]=[CH:6][CH:7]=1, predict the reactants needed to synthesize it. (5) Given the product [CH3:1][O:2][C:3]1[CH:4]=[C:5]([CH:23]=[CH:24][C:25]=1[O:26][CH3:27])[CH2:6][CH:7]1[C:16]2[C:11](=[C:12]([O:21][CH3:22])[C:13]([O:19][CH3:20])=[C:14]([O:17][CH3:18])[CH:15]=2)[CH2:10][CH2:9][N:8]1[CH2:29][C:30]([NH:41][CH2:40][CH2:39][C:33]1[CH:38]=[CH:37][CH:36]=[CH:35][CH:34]=1)=[O:31], predict the reactants needed to synthesize it. The reactants are: [CH3:1][O:2][C:3]1[CH:4]=[C:5]([CH:23]=[CH:24][C:25]=1[O:26][CH3:27])[CH2:6][CH:7]1[C:16]2[C:11](=[C:12]([O:21][CH3:22])[C:13]([O:19][CH3:20])=[C:14]([O:17][CH3:18])[CH:15]=2)[CH2:10][CH2:9][NH:8]1.Br[CH2:29][C:30](Br)=[O:31].[C:33]1([CH2:39][CH2:40][NH2:41])[CH:38]=[CH:37][CH:36]=[CH:35][CH:34]=1. (6) Given the product [CH2:1]([NH:8][C:9]1[C:10]2[C:18]([C:33]3[CH:34]=[CH:35][N:30]=[CH:31][CH:32]=3)=[CH:17][N:16]([S:20]([C:23]3[CH:29]=[CH:28][C:26]([CH3:27])=[CH:25][CH:24]=3)(=[O:22])=[O:21])[C:11]=2[N:12]=[C:13]([Cl:15])[N:14]=1)[C:2]1[CH:7]=[CH:6][CH:5]=[CH:4][CH:3]=1, predict the reactants needed to synthesize it. The reactants are: [CH2:1]([NH:8][C:9]1[C:10]2[C:18](I)=[CH:17][N:16]([S:20]([C:23]3[CH:29]=[CH:28][C:26]([CH3:27])=[CH:25][CH:24]=3)(=[O:22])=[O:21])[C:11]=2[N:12]=[C:13]([Cl:15])[N:14]=1)[C:2]1[CH:7]=[CH:6][CH:5]=[CH:4][CH:3]=1.[N:30]1[CH:35]=[CH:34][C:33](B(O)O)=[CH:32][CH:31]=1.C([O-])([O-])=O.[Na+].[Na+]. (7) Given the product [CH2:16]([O:15][C:13]1[CH:12]=[C:11]([C:23](=[O:25])[CH2:24][Br:26])[CH:10]=[C:9]([O:8][CH2:1][C:2]2[CH:3]=[CH:4][CH:5]=[CH:6][CH:7]=2)[CH:14]=1)[C:17]1[CH:18]=[CH:19][CH:20]=[CH:21][CH:22]=1, predict the reactants needed to synthesize it. The reactants are: [CH2:1]([O:8][C:9]1[CH:10]=[C:11]([C:23](=[O:25])[CH3:24])[CH:12]=[C:13]([O:15][CH2:16][C:17]2[CH:22]=[CH:21][CH:20]=[CH:19][CH:18]=2)[CH:14]=1)[C:2]1[CH:7]=[CH:6][CH:5]=[CH:4][CH:3]=1.[Br-:26].[Br-].[Br-].C([N+](CCCC)(CCCC)CCCC)CCC.C([N+](CCCC)(CCCC)CCCC)CCC.C([N+](CCCC)(CCCC)CCCC)CCC.